From a dataset of Peptide-MHC class I binding affinity with 185,985 pairs from IEDB/IMGT. Regression. Given a peptide amino acid sequence and an MHC pseudo amino acid sequence, predict their binding affinity value. This is MHC class I binding data. (1) The peptide sequence is SLASIGTSF. The MHC is HLA-B48:01 with pseudo-sequence HLA-B48:01. The binding affinity (normalized) is 0.0847. (2) The peptide sequence is PFIGHEHTLY. The MHC is Mamu-B17 with pseudo-sequence Mamu-B17. The binding affinity (normalized) is 0.104. (3) The peptide sequence is GKIKGKYSY. The MHC is HLA-B08:01 with pseudo-sequence HLA-B08:01. The binding affinity (normalized) is 0.0847. (4) The peptide sequence is RARKRGITL. The MHC is HLA-B46:01 with pseudo-sequence HLA-B46:01. The binding affinity (normalized) is 0.0847. (5) The binding affinity (normalized) is 0.0847. The peptide sequence is RSLYNTVATLY. The MHC is HLA-A26:02 with pseudo-sequence HLA-A26:02. (6) The peptide sequence is YLLVKWYRK. The MHC is HLA-A33:01 with pseudo-sequence HLA-A33:01. The binding affinity (normalized) is 0.345. (7) The peptide sequence is SLFGAAVSL. The MHC is HLA-B27:03 with pseudo-sequence HLA-B27:03. The binding affinity (normalized) is 0.0847. (8) The peptide sequence is HPKLRPILL. The MHC is HLA-B08:01 with pseudo-sequence HLA-B08:01. The binding affinity (normalized) is 0.517.